Dataset: Catalyst prediction with 721,799 reactions and 888 catalyst types from USPTO. Task: Predict which catalyst facilitates the given reaction. (1) The catalyst class is: 382. Product: [Cl:46][C:21]1[CH:20]=[C:19]2[C:24]([C:25]([CH3:34])=[C:26]([C:27]3[CH:32]=[CH:31][CH:30]=[C:29]([OH:33])[CH:28]=3)[CH:17]([C:14]3[CH:15]=[CH:16][C:11]([O:10][CH2:9][CH2:8][N:6]4[CH2:5][CH:4]([CH2:3][F:2])[CH2:7]4)=[CH:12][CH:13]=3)[O:18]2)=[CH:23][C:22]=1[OH:35]. Reactant: Cl.[F:2][CH2:3][CH:4]1[CH2:7][N:6]([CH2:8][CH2:9][O:10][C:11]2[CH:16]=[CH:15][C:14]([CH:17]3[C:26]([C:27]4[CH:32]=[CH:31][CH:30]=[C:29]([OH:33])[CH:28]=4)=[C:25]([CH3:34])[C:24]4[C:19](=[CH:20][CH:21]=[C:22]([OH:35])[CH:23]=4)[O:18]3)=[CH:13][CH:12]=2)[CH2:5]1.F[B-](F)(F)F.F[B-](F)(F)F.[Cl:46]C[N+]12CC[N+](F)(CC1)CC2. (2) Product: [Br:7][C:6]1[CH:5]=[N:4][N:3]([CH3:8])[C:2]=1[NH:1][C:14](=[O:15])[C:13]1[CH:17]=[CH:18][C:10]([I:9])=[CH:11][CH:12]=1. Reactant: [NH2:1][C:2]1[N:3]([CH3:8])[N:4]=[CH:5][C:6]=1[Br:7].[I:9][C:10]1[CH:18]=[CH:17][C:13]([C:14](Cl)=[O:15])=[CH:12][CH:11]=1.N1C=CC=CC=1. The catalyst class is: 4. (3) Reactant: [H-].[Na+].[C:3]([O:7][C:8]([N:10]1[CH2:14][CH2:13][C@@H:12]([OH:15])[CH2:11]1)=[O:9])([CH3:6])([CH3:5])[CH3:4].[CH3:16]I. Product: [C:3]([O:7][C:8]([N:10]1[CH2:14][CH2:13][C@@H:12]([O:15][CH3:16])[CH2:11]1)=[O:9])([CH3:6])([CH3:4])[CH3:5]. The catalyst class is: 3. (4) Reactant: [CH:1]1([CH2:6][C:7]([C:9]2[C:13]3[CH:14]=[CH:15][CH:16]=[CH:17][C:12]=3[O:11][C:10]=2[C:18]2[CH:27]=[CH:26][C:25]3[C:20](=[CH:21][CH:22]=[C:23]([O:28][CH3:29])[CH:24]=3)[CH:19]=2)=[O:8])[CH2:5][CH2:4][CH2:3][CH2:2]1.[BH4-].[Na+]. Product: [CH:1]1([CH2:6][CH:7]([C:9]2[C:13]3[CH:14]=[CH:15][CH:16]=[CH:17][C:12]=3[O:11][C:10]=2[C:18]2[CH:27]=[CH:26][C:25]3[C:20](=[CH:21][CH:22]=[C:23]([O:28][CH3:29])[CH:24]=3)[CH:19]=2)[OH:8])[CH2:5][CH2:4][CH2:3][CH2:2]1. The catalyst class is: 8. (5) Reactant: [F:1][C:2]1[CH:3]=[C:4]([NH2:28])[CH:5]=[CH:6][C:7]=1[O:8][C:9]1[CH:14]=[CH:13][N:12]=[C:11]2[CH:15]=[C:16]([C:18]3[CH:23]=[CH:22][C:21]([S:24]([CH3:27])(=[O:26])=[O:25])=[CH:20][CH:19]=3)[S:17][C:10]=12.[C:29]1([CH2:35][C:36]([N:38]=[C:39]=[S:40])=[O:37])[CH:34]=[CH:33][CH:32]=[CH:31][CH:30]=1. Product: [F:1][C:2]1[CH:3]=[C:4]([NH:28][C:39]([NH:38][C:36](=[O:37])[CH2:35][C:29]2[CH:30]=[CH:31][CH:32]=[CH:33][CH:34]=2)=[S:40])[CH:5]=[CH:6][C:7]=1[O:8][C:9]1[CH:14]=[CH:13][N:12]=[C:11]2[CH:15]=[C:16]([C:18]3[CH:19]=[CH:20][C:21]([S:24]([CH3:27])(=[O:25])=[O:26])=[CH:22][CH:23]=3)[S:17][C:10]=12. The catalyst class is: 1. (6) Reactant: [CH2:1]([NH:8][C@H:9]1[CH2:14][CH2:13][CH2:12][CH2:11][C@@H:10]1[NH2:15])[C:2]1[CH:7]=[CH:6][CH:5]=[CH:4][CH:3]=1.[H-].[Na+].FC(F)(F)S([O-])(=O)=O.Br[CH2:27][CH2:28][S+](C1C=CC=CC=1)C1C=CC=CC=1.[Cl-].[NH4+]. Product: [CH2:1]([N:8]1[C@@H:9]2[C@H:10]([CH2:11][CH2:12][CH2:13][CH2:14]2)[NH:15][CH2:28][CH2:27]1)[C:2]1[CH:7]=[CH:6][CH:5]=[CH:4][CH:3]=1. The catalyst class is: 2.